The task is: Predict the product of the given reaction.. This data is from Forward reaction prediction with 1.9M reactions from USPTO patents (1976-2016). (1) The product is: [Cl:21][C:15]1[CH:14]=[C:13]([C:10]2[CH:11]=[CH:12][C:7]([C:31]3[CH:30]=[CH:29][C:28]([O:27][CH3:26])=[CH:33][C:32]=3/[CH:34]=[CH:35]/[C:36]([O:38][CH2:39][CH3:40])=[O:37])=[CH:8][C:9]=2[CH:22]=[O:23])[CH:18]=[CH:17][C:16]=1[O:19][CH3:20]. Given the reactants FC(F)(F)S(O[C:7]1[CH:12]=[CH:11][C:10]([C:13]2[CH:18]=[CH:17][C:16]([O:19][CH3:20])=[C:15]([Cl:21])[CH:14]=2)=[C:9]([CH:22]=[O:23])[CH:8]=1)(=O)=O.[CH3:26][O:27][C:28]1[CH:29]=[CH:30][C:31](B2OC(C)(C)C(C)(C)O2)=[C:32](/[CH:34]=[CH:35]/[C:36]([O:38][CH2:39][CH3:40])=[O:37])[CH:33]=1.C([O-])([O-])=O.[Na+].[Na+], predict the reaction product. (2) Given the reactants [Br:1][C:2]1[CH:7]=[CH:6][C:5]([CH:8](Cl)[N:9]=[C:10]=[O:11])=[CH:4][CH:3]=1.[O:13]=[C:14]1[CH:19]=[C:18]([NH:20][C:21]2[CH:26]=[CH:25][CH:24]=[C:23]([C:27]([F:30])([F:29])[F:28])[CH:22]=2)[CH2:17][CH2:16][N:15]1C(OC(C)(C)C)=O.CO, predict the reaction product. The product is: [Br:1][C:2]1[CH:7]=[CH:6][C:5]([CH:8]2[NH:9][C:10](=[O:11])[N:20]([C:21]3[CH:26]=[CH:25][CH:24]=[C:23]([C:27]([F:28])([F:30])[F:29])[CH:22]=3)[C:18]3[CH2:17][CH2:16][NH:15][C:14](=[O:13])[C:19]2=3)=[CH:4][CH:3]=1. (3) Given the reactants [O:1]=[C:2]1[C:7]2[CH:8]=[CH:9][CH:10]=[CH:11][C:6]=2[S:5][C:4]([C:12]2[N:17]=[CH:16][C:15]([CH2:18][CH2:19][C:20]([OH:22])=O)=[CH:14][CH:13]=2)=[N:3]1.ClC(OCC(C)C)=O.C([N:33](CC)CC)C.[NH4+], predict the reaction product. The product is: [O:1]=[C:2]1[C:7]2[CH:8]=[CH:9][CH:10]=[CH:11][C:6]=2[S:5][C:4]([C:12]2[N:17]=[CH:16][C:15]([CH2:18][CH2:19][C:20]([NH2:33])=[O:22])=[CH:14][CH:13]=2)=[N:3]1. (4) Given the reactants [CH3:1][O:2][C:3](=[O:38])[CH:4]([N:16]1[CH2:21][CH2:20][N:19]([S:22]([C:25]2[CH:30]=[CH:29][CH:28]=[CH:27][C:26]=2[N+:31]([O-:33])=[O:32])(=[O:24])=[O:23])[CH:18]([CH2:34][O:35][CH3:36])[C:17]1=O)[CH2:5][C:6]1[CH:15]=[CH:14][C:13]2[C:8](=[CH:9][CH:10]=[CH:11][CH:12]=2)[CH:7]=1.CO, predict the reaction product. The product is: [CH3:1][O:2][C:3](=[O:38])[CH:4]([N:16]1[CH2:21][CH2:20][N:19]([S:22]([C:25]2[CH:30]=[CH:29][CH:28]=[CH:27][C:26]=2[N+:31]([O-:33])=[O:32])(=[O:23])=[O:24])[CH:18]([CH2:34][O:35][CH3:36])[CH2:17]1)[CH2:5][C:6]1[CH:15]=[CH:14][C:13]2[C:8](=[CH:9][CH:10]=[CH:11][CH:12]=2)[CH:7]=1. (5) Given the reactants [C:1]([O:5][C:6](=[O:25])[NH:7][C:8]1[CH:13]=[C:12]([N:14]([CH2:16][CH:17]([CH3:19])[CH3:18])[CH3:15])[C:11]([C:20]([F:23])([F:22])[F:21])=[CH:10][C:9]=1[NH2:24])([CH3:4])([CH3:3])[CH3:2].C([O:30][C:31](=O)[CH2:32][C:33](=[O:53])[C:34]1[CH:39]=[CH:38][CH:37]=[C:36]([N:40]2[C:44]([CH2:45][O:46][CH:47]3[CH2:52][CH2:51][CH2:50][CH2:49][O:48]3)=[CH:43][N:42]=[N:41]2)[CH:35]=1)(C)(C)C, predict the reaction product. The product is: [C:1]([O:5][C:6](=[O:25])[NH:7][C:8]1[CH:13]=[C:12]([N:14]([CH2:16][CH:17]([CH3:19])[CH3:18])[CH3:15])[C:11]([C:20]([F:23])([F:22])[F:21])=[CH:10][C:9]=1[NH:24][C:31](=[O:30])[CH2:32][C:33](=[O:53])[C:34]1[CH:39]=[CH:38][CH:37]=[C:36]([N:40]2[C:44]([CH2:45][O:46][CH:47]3[CH2:52][CH2:51][CH2:50][CH2:49][O:48]3)=[CH:43][N:42]=[N:41]2)[CH:35]=1)([CH3:3])([CH3:4])[CH3:2]. (6) Given the reactants Cl.CC(Cl)=O.[C:6]([O:10][C:11]([N:13]1[CH2:18][CH2:17][N:16]([CH2:19][C:20]2[CH:25]=[CH:24][C:23]([F:26])=[C:22]([NH:27][C:28]([NH:30][C:31]3[CH:32]=[N:33][C:34]([CH3:37])=[CH:35][CH:36]=3)=[O:29])[CH:21]=2)[CH2:15][CH2:14]1)=[O:12])(C)(C)C, predict the reaction product. The product is: [CH3:6][O:10][C:11]([N:13]1[CH2:14][CH2:15][N:16]([CH2:19][C:20]2[CH:25]=[CH:24][C:23]([F:26])=[C:22]([NH:27][C:28]([NH:30][C:31]3[CH:32]=[N:33][C:34]([CH3:37])=[CH:35][CH:36]=3)=[O:29])[CH:21]=2)[CH2:17][CH2:18]1)=[O:12]. (7) Given the reactants C(N(CC)CC)C.[C:16](O[C:16]([O:18][C:19]([CH3:22])([CH3:21])[CH3:20])=[O:17])([O:18][C:19]([CH3:22])([CH3:21])[CH3:20])=[O:17].Cl.[NH2:24][CH2:25][CH:26]([C:28]1[CH:33]=[CH:32][C:31]([Cl:34])=[CH:30][CH:29]=1)[OH:27], predict the reaction product. The product is: [Cl:34][C:31]1[CH:30]=[CH:29][C:28]([CH:26]([OH:27])[CH2:25][NH:24][C:16](=[O:17])[O:18][C:19]([CH3:20])([CH3:21])[CH3:22])=[CH:33][CH:32]=1.